Predict which catalyst facilitates the given reaction. From a dataset of Catalyst prediction with 721,799 reactions and 888 catalyst types from USPTO. (1) Reactant: CO[C:3]([C:5]1[CH:10]=[CH:9][C:8]([C:11]2[NH:12][C:13]3[CH:19]=[C:18]([C:20]([OH:22])=[O:21])[CH:17]=[CH:16][C:14]=3[N:15]=2)=[CH:7][CH:6]=1)=[O:4].C1N=CN(C(N2C=NC=C2)=O)C=1.[CH:35]1([NH2:41])[CH2:40][CH2:39][CH2:38][CH2:37][CH2:36]1.O. Product: [CH:35]1([NH:41][C:3]([C:5]2[CH:6]=[CH:7][C:8]([C:11]3[NH:12][C:13]4[CH:19]=[C:18]([C:20]([OH:22])=[O:21])[CH:17]=[CH:16][C:14]=4[N:15]=3)=[CH:9][CH:10]=2)=[O:4])[CH2:40][CH2:39][CH2:38][CH2:37][CH2:36]1. The catalyst class is: 3. (2) Reactant: P([O-])([O-])([O-])=O.[CH2:6]([O:10][C:11]([C:13]1([NH:18][C:19]([C:21]2[S:22][C:23]([Cl:26])=[CH:24][CH:25]=2)=[O:20])[CH2:17][CH2:16][O:15][CH2:14]1)=[O:12])[CH:7]([CH3:9])[CH3:8].CCOC(C)=O. Product: [CH2:6]([O:10][C:11]([C@:13]1([NH:18][C:19]([C:21]2[S:22][C:23]([Cl:26])=[CH:24][CH:25]=2)=[O:20])[CH2:17][CH2:16][O:15][CH2:14]1)=[O:12])[CH:7]([CH3:9])[CH3:8]. The catalyst class is: 21. (3) Reactant: [CH2:1]([C:3]1[N:4]=[C:5]2[N:18]([C:19]3[C:24]([CH3:25])=[CH:23][C:22]([CH3:26])=[CH:21][C:20]=3[CH3:27])[CH2:17][CH2:16][N:6]2[C:7]=1[C:8](O)([CH2:12][CH2:13][CH3:14])[CH2:9][CH2:10][CH3:11])[CH3:2].C1(C)C=CC(S(O)(=O)=O)=CC=1.O. Product: [CH2:1]([C:3]1[N:4]=[C:5]2[N:18]([C:19]3[C:20]([CH3:27])=[CH:21][C:22]([CH3:26])=[CH:23][C:24]=3[CH3:25])[CH2:17][CH2:16][N:6]2[C:7]=1[C:8]([CH2:12][CH2:13][CH3:14])=[CH:9][CH2:10][CH3:11])[CH3:2]. The catalyst class is: 11. (4) Reactant: [CH2:1]([NH:5][CH2:6][C:7]1[CH:12]=[CH:11][CH:10]=[C:9]([O:13][CH3:14])[C:8]=1[O:15][CH3:16])[CH2:2][CH2:3][CH3:4].[CH2:17]([O:19][C@H:20]([C:33]([O:35][CH2:36][CH3:37])=[O:34])[CH2:21][C:22]1[CH:32]=[CH:31][C:25]([O:26][CH2:27][C:28](O)=[O:29])=[CH:24][CH:23]=1)[CH3:18].C(N(CC)C(C)C)(C)C.F[B-](F)(F)F.N1(OC(N(C)C)=[N+](C)C)C2C=CC=CC=2N=N1. Product: [CH2:1]([N:5]([CH2:6][C:7]1[CH:12]=[CH:11][CH:10]=[C:9]([O:13][CH3:14])[C:8]=1[O:15][CH3:16])[C:28](=[O:29])[CH2:27][O:26][C:25]1[CH:24]=[CH:23][C:22]([CH2:21][C@H:20]([O:19][CH2:17][CH3:18])[C:33]([O:35][CH2:36][CH3:37])=[O:34])=[CH:32][CH:31]=1)[CH2:2][CH2:3][CH3:4]. The catalyst class is: 2. (5) Reactant: [I:1][C:2]1[CH:3]=[CH:4][C:5]2[O:9][C:8]([C:10]3[CH:15]=[CH:14][C:13]([C:16]4[CH:20]=[CH:19][N:18](C(OC(C)(C)C)=O)[N:17]=4)=[CH:12][CH:11]=3)=[N:7][C:6]=2[CH:28]=1.FC(F)(F)C(O)=O. Product: [I:1][C:2]1[CH:3]=[CH:4][C:5]2[O:9][C:8]([C:10]3[CH:11]=[CH:12][C:13]([C:16]4[CH:20]=[CH:19][NH:18][N:17]=4)=[CH:14][CH:15]=3)=[N:7][C:6]=2[CH:28]=1. The catalyst class is: 22. (6) Reactant: [NH2:1][C:2]1[C:6]([Cl:7])=[CH:5][N:4]([CH2:8][C:9]([OH:11])=[O:10])[N:3]=1.[Si](C=[N+]=[N-])(C)(C)[CH3:13]. Product: [NH2:1][C:2]1[C:6]([Cl:7])=[CH:5][N:4]([CH2:8][C:9]([O:11][CH3:13])=[O:10])[N:3]=1. The catalyst class is: 61. (7) Product: [NH2:63][C:64]1[N:65]=[CH:66][N:67]=[C:68]([NH:39][CH:40]([C:42]2[C:51]([C:52]3[CH:57]=[CH:56][CH:55]=[CH:54][N:53]=3)=[C:50]([C:58]([NH:60][CH3:61])=[O:59])[C:49]3[C:44](=[CH:45][CH:46]=[C:47]([F:62])[CH:48]=3)[N:43]=2)[CH3:41])[C:69]=1[C:70]#[N:71]. The catalyst class is: 3. Reactant: FC1C=C2C(=CC=1)N=C(C(NC(=O)OC(C)(C)C)C)C(C1C=CC=CN=1)=C2C(=O)NC.Cl.O1CCOCC1.[NH2:39][CH:40]([C:42]1[C:51]([C:52]2[CH:57]=[CH:56][CH:55]=[CH:54][N:53]=2)=[C:50]([C:58]([NH:60][CH3:61])=[O:59])[C:49]2[C:44](=[CH:45][CH:46]=[C:47]([F:62])[CH:48]=2)[N:43]=1)[CH3:41].[NH2:63][C:64]1[C:69]([C:70]#[N:71])=[C:68](Cl)[N:67]=[CH:66][N:65]=1.CCN(C(C)C)C(C)C.